From a dataset of Reaction yield outcomes from USPTO patents with 853,638 reactions. Predict the reaction yield, written as a fraction of the theoretical maximum amount of product (1.0 means a 100% yield; for example, 0.34 means a 34% yield). (1) The reactants are [F:1][C:2]1[CH:3]=[CH:4][C:5]([CH3:12])=[C:6]([S:8](Cl)(=[O:10])=[O:9])[CH:7]=1.[CH3:13][NH2:14]. The catalyst is CC(C)=O. The product is [F:1][C:2]1[CH:3]=[CH:4][C:5]([CH3:12])=[C:6]([S:8]([NH:14][CH3:13])(=[O:10])=[O:9])[CH:7]=1. The yield is 0.960. (2) The reactants are [CH3:1][O:2][C:3]([C@@H:5]1[C@H:10]2[CH2:11][C@H:7]([CH:8]=[CH:9]2)[C@@H:6]1C(O)=O)=[O:4].C([N:17](CC)CC)C.Cl[C:23]([O:25][CH2:26][CH3:27])=[O:24].[N-]=[N+]=[N-].[Na+].[CH2:32](O)[C:33]1C=C[CH:36]=[CH:35][CH:34]=1. The catalyst is O1CCCC1.O.C1C=CC=CC=1.ClCCl. The product is [CH2:26]([O:25][C:23]([NH:17][C@H:6]1[C@@H:7]2[CH2:11][C@@H:10]([CH:9]=[CH:8]2)[C@H:5]1[C:3]([O:2][CH3:1])=[O:4])=[O:24])[C:27]1[CH:36]=[CH:35][CH:34]=[CH:33][CH:32]=1. The yield is 0.780.